This data is from Reaction yield outcomes from USPTO patents with 853,638 reactions. The task is: Predict the reaction yield, written as a fraction of the theoretical maximum amount of product (1.0 means a 100% yield; for example, 0.34 means a 34% yield). (1) The catalyst is C1COCC1.O. The product is [O:24]1[CH2:23][CH2:22][O:21][CH:20]1[CH2:19][C:16]([C@H:15]1[C@H:11]([CH2:10][OH:9])[O:12][C:13]([CH3:26])([CH3:25])[O:14]1)=[N:17][OH:18]. The yield is 0.810. The reactants are C([O:9][CH2:10][C@H:11]1[C@H:15](/[C:16](/[CH2:19][CH:20]2[O:24][CH2:23][CH2:22][O:21]2)=[N:17]/[OH:18])[O:14][C:13]([CH3:26])([CH3:25])[O:12]1)(=O)C1C=CC=CC=1.[OH-].[Na+].CC(OC)(C)C. (2) The reactants are [I:1][C:2]1[CH:3]=[C:4]([CH:8]=[CH:9][CH:10]=1)[C:5]([NH2:7])=O.COC1C=CC(P2(SP(C3C=CC(OC)=CC=3)(=S)S2)=[S:20])=CC=1. The catalyst is C1(C)C=CC=CC=1. The product is [I:1][C:2]1[CH:3]=[C:4]([CH:8]=[CH:9][CH:10]=1)[C:5]([NH2:7])=[S:20]. The yield is 0.990. (3) The reactants are [F:1][C:2]([F:19])([F:18])[C:3](=O)[CH2:4][C:5]([C:7]1[CH:12]=[CH:11][CH:10]=[C:9]([C:13]([F:16])([F:15])[F:14])[CH:8]=1)=O.[NH2:20][C:21]1[CH:25]=[CH:24][NH:23][N:22]=1. The catalyst is C(O)(=O)C. The product is [F:14][C:13]([F:16])([F:15])[C:9]1[CH:8]=[C:7]([C:5]2[CH:4]=[C:3]([C:2]([F:19])([F:18])[F:1])[N:22]3[N:23]=[CH:24][CH:25]=[C:21]3[N:20]=2)[CH:12]=[CH:11][CH:10]=1. The yield is 0.950. (4) The reactants are B(F)(F)F.[CH2:5]([O:12][C:13]([N:15]1[CH2:19][CH2:18][CH2:17][CH:16]1[CH2:20][C:21]1[C:25]2[CH:26]=[CH:27][CH:28]=[CH:29][C:24]=2[O:23][C:22]=1[CH:30]=[CH:31][C:32](OCC)=[O:33])=[O:14])[C:6]1[CH:11]=[CH:10][CH:9]=[CH:8][CH:7]=1.CC(C[AlH]CC(C)C)C.CCOC(C)=O. The catalyst is C(Cl)Cl. The product is [CH2:5]([O:12][C:13]([N:15]1[CH2:19][CH2:18][CH2:17][CH:16]1[CH2:20][C:21]1[C:25]2[CH:26]=[CH:27][CH:28]=[CH:29][C:24]=2[O:23][C:22]=1[CH:30]=[CH:31][CH2:32][OH:33])=[O:14])[C:6]1[CH:7]=[CH:8][CH:9]=[CH:10][CH:11]=1. The yield is 0.720. (5) The reactants are [NH2:1][CH2:2][C@@H:3]1[O:7][C:6](=[O:8])[N:5]([C:9]2[CH:14]=[CH:13][C:12]([C:15]3[S:16][CH2:17][C:18](=[O:21])[NH:19][N:20]=3)=[C:11]([F:22])[CH:10]=2)[CH2:4]1.[C:28]([O:26][CH2:27][C:28]([OH:26])=[O:29])(=[O:29])[CH3:27].C(O)(=O)C. The catalyst is [Li+].[OH-].CO. The product is [F:22][C:11]1[CH:10]=[C:9]([N:5]2[CH2:4][C@H:3]([CH2:2][NH:1][C:27](=[O:26])[CH2:28][OH:29])[O:7][C:6]2=[O:8])[CH:14]=[CH:13][C:12]=1[C:15]1[S:16][CH2:17][C:18](=[O:21])[NH:19][N:20]=1. The yield is 0.780. (6) The reactants are [Cl:1][C:2]1[CH:3]=[C:4]([CH2:9][CH2:10][CH2:11][NH:12][C:13](=[O:23])[CH:14]=[C:15]2[C:19](=[O:20])OC(C)(C)[O:16]2)[CH:5]=[CH:6][C:7]=1[Cl:8].C=O.[CH3:26][NH2:27].[CH3:28]O. No catalyst specified. The product is [Cl:1][C:2]1[CH:3]=[C:4]([CH2:9][CH2:10][CH2:11][NH:12][C:13]([C:14]2[CH2:26][N:27]([CH3:28])[C:19](=[O:20])[C:15]=2[OH:16])=[O:23])[CH:5]=[CH:6][C:7]=1[Cl:8]. The yield is 0.560. (7) The reactants are C[O:2][C:3](=[O:17])[C:4]1[CH:9]=[CH:8][C:7]([C:10]([F:13])([F:12])[F:11])=[CH:6][C:5]=1[CH:14]1[CH2:16][CH2:15]1.[OH-].[Na+]. The catalyst is C(O)C. The product is [CH:14]1([C:5]2[CH:6]=[C:7]([C:10]([F:11])([F:12])[F:13])[CH:8]=[CH:9][C:4]=2[C:3]([OH:17])=[O:2])[CH2:16][CH2:15]1. The yield is 0.270. (8) The reactants are [N+:1]([O-:4])(O)=[O:2].[CH3:5][O:6][C:7]1[CH:8]=[C:9]([CH:13]=[C:14]([O:18][CH3:19])[C:15]=1[O:16][CH3:17])C(O)=O. The catalyst is C(O)(=O)C. The product is [CH3:19][O:18][C:14]1[CH:13]=[C:9]([N+:1]([O-:4])=[O:2])[CH:8]=[C:7]([O:6][CH3:5])[C:15]=1[O:16][CH3:17]. The yield is 0.661. (9) The reactants are C([O:3][CH2:4][CH2:5][CH2:6][N:7]1[C:12](=[O:13])[C:11]2[C:14]([CH2:26][C:27]3[CH:32]=[CH:31][C:30]([Cl:33])=[CH:29][CH:28]=3)=[C:15]([O:18][C:19]3[CH:20]=[N:21][CH:22]=[C:23]([Cl:25])[CH:24]=3)[CH:16]=[N:17][C:10]=2[N:9]([CH3:34])[C:8]1=[O:35])=O.O[Li].O. The catalyst is C1COCC1.O.CC(=O)OCC. The product is [Cl:33][C:30]1[CH:29]=[CH:28][C:27]([CH2:26][C:14]2[C:11]3[C:12](=[O:13])[N:7]([CH2:6][CH2:5][CH2:4][OH:3])[C:8](=[O:35])[N:9]([CH3:34])[C:10]=3[N:17]=[CH:16][C:15]=2[O:18][C:19]2[CH:20]=[N:21][CH:22]=[C:23]([Cl:25])[CH:24]=2)=[CH:32][CH:31]=1. The yield is 0.212.